Dataset: Blood-brain barrier permeability classification from the B3DB database. Task: Regression/Classification. Given a drug SMILES string, predict its absorption, distribution, metabolism, or excretion properties. Task type varies by dataset: regression for continuous measurements (e.g., permeability, clearance, half-life) or binary classification for categorical outcomes (e.g., BBB penetration, CYP inhibition). Dataset: b3db_classification. The drug is Cc1ccc([C@H](C)NC(=O)Cc2ccsc2)nc1. The result is 0 (does not penetrate BBB).